From a dataset of Full USPTO retrosynthesis dataset with 1.9M reactions from patents (1976-2016). Predict the reactants needed to synthesize the given product. (1) The reactants are: [N:1]1[C:10]2[C:5](=[C:6]([O:11][CH2:12][C@@H:13]([NH2:15])[CH3:14])[CH:7]=[CH:8][CH:9]=2)[CH:4]=[CH:3][CH:2]=1.C(N(C(C)C)CC)(C)C.[S:25]1[C:29]2[CH:30]=[CH:31][CH:32]=[CH:33][C:28]=2[CH:27]=[C:26]1[S:34](Cl)(=[O:36])=[O:35]. Given the product [CH3:14][C@H:13]([NH:15][S:34]([C:26]1[S:25][C:29]2[CH:30]=[CH:31][CH:32]=[CH:33][C:28]=2[CH:27]=1)(=[O:35])=[O:36])[CH2:12][O:11][C:6]1[CH:7]=[CH:8][CH:9]=[C:10]2[C:5]=1[CH:4]=[CH:3][CH:2]=[N:1]2, predict the reactants needed to synthesize it. (2) Given the product [F:21][C:22]1[CH:23]=[C:24]([CH2:25][CH2:26][NH:27][CH:2]2[C:10]3[C:5](=[CH:6][C:7]([O:11][C:12]4[CH:20]=[CH:19][C:15]([C:16]([NH2:18])=[O:17])=[CH:14][CH:13]=4)=[CH:8][CH:9]=3)[CH2:4][CH2:3]2)[CH:28]=[CH:29][CH:30]=1, predict the reactants needed to synthesize it. The reactants are: O=[C:2]1[C:10]2[C:5](=[CH:6][C:7]([O:11][C:12]3[CH:20]=[CH:19][C:15]([C:16]([NH2:18])=[O:17])=[CH:14][CH:13]=3)=[CH:8][CH:9]=2)[CH2:4][CH2:3]1.[F:21][C:22]1[CH:23]=[C:24]([CH:28]=[CH:29][CH:30]=1)[CH2:25][CH2:26][NH2:27].[OH-].[Na+]. (3) Given the product [Br:1][C:2]1[CH:7]=[C:6]([C:10]2[CH:15]=[CH:14][CH:13]=[CH:12][CH:11]=2)[CH:5]=[C:4]([Br:9])[CH:3]=1, predict the reactants needed to synthesize it. The reactants are: [Br:1][C:2]1[CH:7]=[C:6](I)[CH:5]=[C:4]([Br:9])[CH:3]=1.[C:10]1(B(O)O)[CH:15]=[CH:14][CH:13]=[CH:12][CH:11]=1.C(=O)([O-])[O-].[K+].[K+].C1(C)C=CC=CC=1.